Dataset: Forward reaction prediction with 1.9M reactions from USPTO patents (1976-2016). Task: Predict the product of the given reaction. (1) Given the reactants [Br:1][C:2]1[CH:7]=[C:6]([CH3:8])[CH:5]=[CH:4][C:3]=1[NH:9][C:10](=[O:14])[C:11]([CH3:13])=[CH2:12].[H-].[Na+].[CH3:17][Si:18]([CH2:21][CH2:22][O:23][CH2:24]Cl)([CH3:20])[CH3:19], predict the reaction product. The product is: [Br:1][C:2]1[CH:7]=[C:6]([CH3:8])[CH:5]=[CH:4][C:3]=1[N:9]([CH2:24][O:23][CH2:22][CH2:21][Si:18]([CH3:20])([CH3:19])[CH3:17])[C:10](=[O:14])[C:11]([CH3:13])=[CH2:12]. (2) Given the reactants [H-].[Al+3].[Li+].[H-].[H-].[H-].C1COCC1.[CH3:12][C:13]1[CH:18]=[CH:17][CH:16]=[C:15]([CH3:19])[C:14]=1[C:20]1[CH:29]=[C:28]([N:30]2[CH2:35][CH2:34][C@H:33]([O:36][CH3:37])[C:32]([CH3:39])([CH3:38])[CH2:31]2)[C:27]2[C:26](=O)[N:25]([C:41]3[CH:46]=[C:45]([CH:47]([CH3:49])[CH3:48])[CH:44]=[CH:43][C:42]=3[CH3:50])[CH2:24][CH2:23][C:22]=2[N:21]=1, predict the reaction product. The product is: [CH3:12][C:13]1[CH:18]=[CH:17][CH:16]=[C:15]([CH3:19])[C:14]=1[C:20]1[CH:29]=[C:28]([N:30]2[CH2:35][CH2:34][C@H:33]([O:36][CH3:37])[C:32]([CH3:39])([CH3:38])[CH2:31]2)[C:27]2[CH2:26][N:25]([C:41]3[CH:46]=[C:45]([CH:47]([CH3:48])[CH3:49])[CH:44]=[CH:43][C:42]=3[CH3:50])[CH2:24][CH2:23][C:22]=2[N:21]=1. (3) Given the reactants [Cl:1][C:2]1[CH:28]=[C:27]([Cl:29])[CH:26]=[CH:25][C:3]=1[CH2:4][NH:5][C:6]([C:8]1[S:12][C:11]([CH2:13][O:14]C2CCCCO2)=[N:10][C:9]=1[O:21][CH:22]([CH3:24])[CH3:23])=[O:7].Cl, predict the reaction product. The product is: [Cl:1][C:2]1[CH:28]=[C:27]([Cl:29])[CH:26]=[CH:25][C:3]=1[CH2:4][NH:5][C:6]([C:8]1[S:12][C:11]([CH2:13][OH:14])=[N:10][C:9]=1[O:21][CH:22]([CH3:24])[CH3:23])=[O:7].